From a dataset of Catalyst prediction with 721,799 reactions and 888 catalyst types from USPTO. Predict which catalyst facilitates the given reaction. (1) Reactant: [CH2:1]([C:5]1[NH:10][C:9](=[S:11])[NH:8][C:7](=[O:12])[CH:6]=1)[CH2:2][CH2:3][CH3:4].[OH-].[Na+].I[CH3:16]. Product: [CH2:1]([C:5]1[N:10]=[C:9]([S:11][CH3:16])[NH:8][C:7](=[O:12])[CH:6]=1)[CH2:2][CH2:3][CH3:4]. The catalyst class is: 6. (2) Reactant: [C:1]1([C@H:7]([NH2:9])[CH3:8])[CH:6]=[CH:5][CH:4]=[CH:3][CH:2]=1.[CH:10]1([NH:13][C:14]([C:16]2[CH:17]=[C:18]([F:40])[C:19]([CH3:39])=[C:20]([C:22]3[CH:27]=[CH:26][C:25]([C:28](O)=[O:29])=[CH:24][C:23]=3[C:31]([NH:33][C:34]3[S:35][CH:36]=[CH:37][N:38]=3)=[O:32])[CH:21]=2)=[O:15])[CH2:12][CH2:11]1.Cl.CN(C)CCCN=C=NCC.CCOC(C)=O. Product: [CH:10]1([NH:13][C:14]([C:16]2[CH:21]=[C:20]([C:22]3[C:23]([C:31]([NH:33][C:34]4[S:35][CH:36]=[CH:37][N:38]=4)=[O:32])=[CH:24][C:25]([C:28]([NH:9][C@@H:7]([C:1]4[CH:6]=[CH:5][CH:4]=[CH:3][CH:2]=4)[CH3:8])=[O:29])=[CH:26][CH:27]=3)[C:19]([CH3:39])=[C:18]([F:40])[CH:17]=2)=[O:15])[CH2:12][CH2:11]1. The catalyst class is: 119. (3) Product: [F:1][C:2]1[CH:3]=[C:4]([C:28]2[C:29]([C:34]#[N:35])=[CH:30][CH:31]=[CH:32][CH:33]=2)[CH:5]=[CH:6][C:7]=1[CH2:8][C:9]1[C:14](=[O:15])[N:13]([C:16]2[CH:21]=[CH:20][C:19]([OH:22])=[CH:18][CH:17]=2)[C:12]([CH3:24])=[N:11][C:10]=1[CH2:25][CH2:26][CH3:27]. The catalyst class is: 2. Reactant: [F:1][C:2]1[CH:3]=[C:4]([C:28]2[C:29]([C:34]#[N:35])=[CH:30][CH:31]=[CH:32][CH:33]=2)[CH:5]=[CH:6][C:7]=1[CH2:8][C:9]1[C:14](=[O:15])[N:13]([C:16]2[CH:21]=[CH:20][C:19]([O:22]C)=[CH:18][CH:17]=2)[C:12]([CH3:24])=[N:11][C:10]=1[CH2:25][CH2:26][CH3:27].BrB(Br)Br.C(OCC)(=O)C.O. (4) Reactant: N1C2C(=CC=CC=2)C=CC=1.[CH2:11]1[C:21]2=[C:22]3[C:17](=[CH:18][CH:19]=[CH:20]2)[CH:16]=[CH:15][CH:14]=[C:13]3[CH2:12]1.[NH2:23][C:24]1[CH:25]=[C:26]([CH:30]=[CH:31][C:32]=1[NH2:33])[C:27]([OH:29])=[O:28]. Product: [CH:20]1[C:21]2[C:11]3[C:12]([C:13]4[C:22]=2[C:17]([CH:16]=[CH:15][CH:14]=4)=[CH:18][CH:19]=1)=[N:23][C:24]1[C:32](=[CH:31][CH:30]=[C:26]([C:27]([OH:29])=[O:28])[CH:25]=1)[N:33]=3. The catalyst class is: 9. (5) Reactant: [N:1]1[CH:6]=[CH:5][CH:4]=[C:3]([C:7]2[N:8]=[C:9]([CH2:12][C:13]#[N:14])[NH:10][N:11]=2)[CH:2]=1.C([O:17][C:18](=O)[CH:19]([C:23]1[CH:28]=[CH:27][CH:26]=[CH:25][CH:24]=1)[C:20]([CH3:22])=O)C.C([O-])(=O)C.[NH4+]. Product: [CH3:22][C:20]1[C:12]([C:13]#[N:14])=[C:9]2[NH:8][C:7]([C:3]3[CH:2]=[N:1][CH:6]=[CH:5][CH:4]=3)=[N:11][N:10]2[C:18](=[O:17])[C:19]=1[C:23]1[CH:28]=[CH:27][CH:26]=[CH:25][CH:24]=1. The catalyst class is: 6. (6) Reactant: [C:1]([C:4]1[C:9]([C:10]2[CH:15]=[CH:14][CH:13]=[CH:12][CH:11]=2)=[N:8][NH:7][C:6](=[O:16])[CH:5]=1)(=[O:3])[CH3:2].C(=O)([O-])[O-].[K+].[K+].Br.Br[CH2:25][C:26]1[CH:31]=[CH:30][CH:29]=[CH:28][N:27]=1. Product: [C:1]([C:4]1[C:9]([C:10]2[CH:11]=[CH:12][CH:13]=[CH:14][CH:15]=2)=[N:8][N:7]([CH2:25][C:26]2[CH:31]=[CH:30][CH:29]=[CH:28][N:27]=2)[C:6](=[O:16])[CH:5]=1)(=[O:3])[CH3:2]. The catalyst class is: 31. (7) Reactant: [O:1]=[C:2]1[C:6]2([CH2:9][CH2:8][CH2:7]2)[N:5]([C:10]2[CH:15]=[CH:14][C:13]([O:16][CH:17]3[CH2:22][CH2:21][NH:20][CH2:19][CH2:18]3)=[CH:12][CH:11]=2)[C:4](=[S:23])[N:3]1[C:24]1[CH:25]=[C:26]([C:32]([F:35])([F:34])[F:33])[C:27]([C:30]#[N:31])=[N:28][CH:29]=1.Br[CH:37]([CH3:39])[CH3:38].C(=O)([O-])[O-].[Cs+].[Cs+].CN(C=O)C. Product: [CH:37]([N:20]1[CH2:21][CH2:22][CH:17]([O:16][C:13]2[CH:14]=[CH:15][C:10]([N:5]3[C:4](=[S:23])[N:3]([C:24]4[CH:25]=[C:26]([C:32]([F:34])([F:33])[F:35])[C:27]([C:30]#[N:31])=[N:28][CH:29]=4)[C:2](=[O:1])[C:6]43[CH2:9][CH2:8][CH2:7]4)=[CH:11][CH:12]=2)[CH2:18][CH2:19]1)([CH3:39])[CH3:38]. The catalyst class is: 1. (8) Reactant: [CH2:1]([CH:8]1[CH2:13][CH2:12][N:11]([CH2:14][CH2:15][NH2:16])[CH2:10][CH2:9]1)[C:2]1[CH:7]=[CH:6][CH:5]=[CH:4][CH:3]=1.[CH3:17][C:18]1[CH:23]=[C:22]([NH:24][C:25](NC2C=C(C)N=C(C)C=2)=[O:26])[CH:21]=[C:20]([CH3:36])[N:19]=1. Product: [CH2:1]([CH:8]1[CH2:9][CH2:10][N:11]([CH2:14][CH2:15][NH:16][C:25]([NH:24][C:22]2[CH:23]=[C:18]([CH3:17])[N:19]=[C:20]([CH3:36])[CH:21]=2)=[O:26])[CH2:12][CH2:13]1)[C:2]1[CH:7]=[CH:6][CH:5]=[CH:4][CH:3]=1. The catalyst class is: 12. (9) Reactant: [OH:1][C:2]1[CH:3]=[CH:4][C:5]2[N:9]([CH3:10])[C:8](=[O:11])[N:7]([CH2:12][C@H:13]3[CH2:18][CH2:17][C@H:16]([C:19]([OH:21])=[O:20])[CH2:15][CH2:14]3)[C:6]=2[CH:22]=1.[CH3:23]O. Product: [CH3:23][O:20][C:19]([C@H:16]1[CH2:17][CH2:18][C@H:13]([CH2:12][N:7]2[C:6]3[CH:22]=[C:2]([OH:1])[CH:3]=[CH:4][C:5]=3[N:9]([CH3:10])[C:8]2=[O:11])[CH2:14][CH2:15]1)=[O:21]. The catalyst class is: 82. (10) Reactant: [C:1]12[C:7](=[CH:8][CH:9]=[CH:10][CH:11]=1)[NH:6][C:5](=[O:12])[O:4][C:2]2=[O:3].C([O-])([O-])=O.[K+].[K+].[C:19]([O:23][C:24](=[O:30])[NH:25][CH2:26][CH2:27][CH2:28]Br)([CH3:22])([CH3:21])[CH3:20].O. The catalyst class is: 3. Product: [C:19]([O:23][C:24](=[O:30])[NH:25][CH2:26][CH2:27][CH2:28][N:6]1[C:7]2[CH:8]=[CH:9][CH:10]=[CH:11][C:1]=2[C:2](=[O:3])[O:4][C:5]1=[O:12])([CH3:22])([CH3:21])[CH3:20].